Regression. Given a peptide amino acid sequence and an MHC pseudo amino acid sequence, predict their binding affinity value. This is MHC class I binding data. From a dataset of Peptide-MHC class I binding affinity with 185,985 pairs from IEDB/IMGT. (1) The peptide sequence is KLNENIIRF. The MHC is HLA-A02:01 with pseudo-sequence HLA-A02:01. The binding affinity (normalized) is 0.303. (2) The binding affinity (normalized) is 0.0847. The MHC is HLA-A31:01 with pseudo-sequence HLA-A31:01. The peptide sequence is FQVNRFTGY. (3) The peptide sequence is STVKYPNL. The MHC is H-2-Db with pseudo-sequence H-2-Db. The binding affinity (normalized) is 0. (4) The peptide sequence is ASWIKYIQY. The MHC is Mamu-A01 with pseudo-sequence Mamu-A01. The binding affinity (normalized) is 0.